From a dataset of Peptide-MHC class II binding affinity with 134,281 pairs from IEDB. Regression. Given a peptide amino acid sequence and an MHC pseudo amino acid sequence, predict their binding affinity value. This is MHC class II binding data. The peptide sequence is EKKYFAATKFEPLAA. The MHC is DRB1_0101 with pseudo-sequence DRB1_0101. The binding affinity (normalized) is 0.583.